This data is from Reaction yield outcomes from USPTO patents with 853,638 reactions. The task is: Predict the reaction yield, written as a fraction of the theoretical maximum amount of product (1.0 means a 100% yield; for example, 0.34 means a 34% yield). The reactants are [C:1]1([C:7](=[N:14][C:15]2[CH:22]=[CH:21][C:18]([C:19]#[N:20])=[C:17]([C:23]([F:26])([F:25])[F:24])[C:16]=2[CH3:27])[C:8]2[CH:13]=[CH:12][CH:11]=[CH:10][CH:9]=2)[CH:6]=[CH:5][CH:4]=[CH:3][CH:2]=1.C1C(=O)N([Br:35])C(=O)C1.C(OOC(=O)C1C=CC=CC=1)(=O)C1C=CC=CC=1. The catalyst is C(Cl)(Cl)(Cl)Cl.C(Cl)Cl. The product is [Br:35][CH2:27][C:16]1[C:17]([C:23]([F:24])([F:25])[F:26])=[C:18]([CH:21]=[CH:22][C:15]=1[N:14]=[C:7]([C:8]1[CH:13]=[CH:12][CH:11]=[CH:10][CH:9]=1)[C:1]1[CH:6]=[CH:5][CH:4]=[CH:3][CH:2]=1)[C:19]#[N:20]. The yield is 0.950.